From a dataset of Peptide-MHC class I binding affinity with 185,985 pairs from IEDB/IMGT. Regression. Given a peptide amino acid sequence and an MHC pseudo amino acid sequence, predict their binding affinity value. This is MHC class I binding data. (1) The peptide sequence is YMIGYTAYY. The MHC is HLA-C14:02 with pseudo-sequence HLA-C14:02. The binding affinity (normalized) is 1.00. (2) The peptide sequence is IINSVSIILA. The binding affinity (normalized) is 0.372. The MHC is HLA-A02:01 with pseudo-sequence HLA-A02:01. (3) The peptide sequence is SFMQEIPTFL. The MHC is HLA-A03:01 with pseudo-sequence HLA-A03:01. The binding affinity (normalized) is 0. (4) The peptide sequence is TMHQDVATF. The MHC is HLA-B44:02 with pseudo-sequence HLA-B44:02. The binding affinity (normalized) is 0.213. (5) The peptide sequence is VVTLIPLCR. The MHC is HLA-A11:01 with pseudo-sequence HLA-A11:01. The binding affinity (normalized) is 0.435. (6) The peptide sequence is RGGCIHSRI. The MHC is Mamu-B52 with pseudo-sequence Mamu-B52. The binding affinity (normalized) is 0.634. (7) The peptide sequence is WSLSVEWQF. The MHC is HLA-B15:17 with pseudo-sequence HLA-B15:17. The binding affinity (normalized) is 1.00.